Task: Predict the reactants needed to synthesize the given product.. Dataset: Full USPTO retrosynthesis dataset with 1.9M reactions from patents (1976-2016) (1) Given the product [CH3:19][O:18][C:14]1[CH:13]=[C:12]([S:4][C:3]2[CH:5]=[CH:6][CH:7]=[CH:8][C:2]=2[C:1]([OH:10])=[O:9])[CH:17]=[CH:16][CH:15]=1, predict the reactants needed to synthesize it. The reactants are: [C:1]([OH:10])(=[O:9])[C:2]1[C:3](=[CH:5][CH:6]=[CH:7][CH:8]=1)[SH:4].I[C:12]1[CH:13]=[C:14]([O:18][CH3:19])[CH:15]=[CH:16][CH:17]=1.C(=O)([O-])[O-].[K+].[K+]. (2) Given the product [Cl:1][C:2]1[C:3]([CH3:10])=[CH:4][C:5]([CH2:8][Cl:13])=[CH:6][N:7]=1, predict the reactants needed to synthesize it. The reactants are: [Cl:1][C:2]1[N:7]=[CH:6][C:5]([CH2:8]O)=[CH:4][C:3]=1[CH3:10].S(Cl)([Cl:13])=O.C(=O)([O-])[O-].[Na+].[Na+].